From a dataset of Experimentally validated miRNA-target interactions with 360,000+ pairs, plus equal number of negative samples. Binary Classification. Given a miRNA mature sequence and a target amino acid sequence, predict their likelihood of interaction. The miRNA is hsa-miR-4650-5p with sequence UCAGGCCUCUUUCUACCUU. The protein sequence of the target gene is MAAERQEALREFVAVTGAEEDRARFFLESAGWDLQIALASFYEDGGDEDIVTISQATPSSVSRGTAPSDNRVTSFRDLIHDQDEDEEEEEGQRFYAGGSERSGQQIVGPPRKKSPNELVDDLFKGAKEHGAVAVERVTKSPGETSKPRPFAGGGYRLGAAPEEESAYVAGEKRQHSSQDVHVVLKLWKSGFSLDNGELRSYQDPSNAQFLESIRRGEVPAELRRLAHGGQVNLDMEDHRDEDFVKPKGAFKAFTGEGQKLGSTAPQVLSTSSPAQQAENEAKASSSILIDESEPTTNIQI.... Result: 1 (interaction).